From a dataset of NCI-60 drug combinations with 297,098 pairs across 59 cell lines. Regression. Given two drug SMILES strings and cell line genomic features, predict the synergy score measuring deviation from expected non-interaction effect. Drug 1: CC1=C2C(C(=O)C3(C(CC4C(C3C(C(C2(C)C)(CC1OC(=O)C(C(C5=CC=CC=C5)NC(=O)OC(C)(C)C)O)O)OC(=O)C6=CC=CC=C6)(CO4)OC(=O)C)O)C)O. Drug 2: CCC1=C2CN3C(=CC4=C(C3=O)COC(=O)C4(CC)O)C2=NC5=C1C=C(C=C5)O. Cell line: KM12. Synergy scores: CSS=21.1, Synergy_ZIP=0.0833, Synergy_Bliss=4.74, Synergy_Loewe=-13.6, Synergy_HSA=3.79.